From a dataset of Reaction yield outcomes from USPTO patents with 853,638 reactions. Predict the reaction yield, written as a fraction of the theoretical maximum amount of product (1.0 means a 100% yield; for example, 0.34 means a 34% yield). (1) The reactants are [NH2:1][C:2]1[C:7]([C:8]#[N:9])=[CH:6][N:5]=[C:4](Cl)[N:3]=1.[OH:11][CH2:12][C:13]([CH3:27])([CH3:26])[CH2:14][NH:15][S:16]([C:19]1[CH:25]=[CH:24][C:22]([NH2:23])=[CH:21][CH:20]=1)(=[O:18])=[O:17]. The catalyst is CN1C(=O)CCC1.O. The product is [NH2:1][C:2]1[C:7]([C:8]#[N:9])=[CH:6][N:5]=[C:4]([NH:23][C:22]2[CH:24]=[CH:25][C:19]([S:16](=[O:18])(=[O:17])[NH:15][CH2:14][C:13]([CH3:26])([CH3:27])[CH2:12][OH:11])=[CH:20][CH:21]=2)[N:3]=1. The yield is 0.520. (2) The reactants are [S:1](Cl)([C:4]1[CH:10]=[CH:9][C:7]([CH3:8])=[CH:6][CH:5]=1)(=[O:3])=[O:2].[OH:12][CH2:13][CH2:14][O:15][CH2:16][CH2:17][O:18][CH2:19][CH2:20][O:21][CH2:22][C:23]([O:25][C:26]([CH3:29])([CH3:28])[CH3:27])=[O:24]. The catalyst is N1C=CC=CC=1. The product is [S:1]([O:12][CH2:13][CH2:14][O:15][CH2:16][CH2:17][O:18][CH2:19][CH2:20][O:21][CH2:22][C:23]([O:25][C:26]([CH3:29])([CH3:28])[CH3:27])=[O:24])([C:4]1[CH:10]=[CH:9][C:7]([CH3:8])=[CH:6][CH:5]=1)(=[O:3])=[O:2]. The yield is 0.670. (3) The reactants are [Cl:1][C:2]1[CH:7]=[CH:6][CH:5]=[CH:4][C:3]=1[N:8]1[C:16]2[NH:15][CH2:14][CH2:13][CH2:12][C:11]=2[CH:10]=[C:9]1[C:17]1[CH:22]=[CH:21][C:20]([O:23][CH3:24])=[CH:19][CH:18]=1.C([O-])([O-])=O.[K+].[K+].F[C:32]1[CH:39]=[CH:38][C:35]([C:36]#[N:37])=[CH:34][CH:33]=1.O. The catalyst is CN(C=O)C. The product is [Cl:1][C:2]1[CH:7]=[CH:6][CH:5]=[CH:4][C:3]=1[N:8]1[C:12]2[CH2:13][CH2:14][N:15]([C:32]3[CH:39]=[CH:38][C:35]([C:36]#[N:37])=[CH:34][CH:33]=3)[CH2:16][C:11]=2[CH:10]=[C:9]1[C:17]1[CH:22]=[CH:21][C:20]([O:23][CH3:24])=[CH:19][CH:18]=1. The yield is 0.430. (4) The reactants are [N:1]1([C:7]([C:9]2[CH:10]=[C:11]3[C:16](=[C:17]([CH:19]4[CH2:23][CH2:22][CH2:21][NH:20]4)[CH:18]=2)[O:15][C:14]([N:24]2[CH2:29][CH2:28][O:27][CH2:26][CH2:25]2)=[CH:13][C:12]3=[O:30])=[O:8])[CH2:6][CH2:5][O:4][CH2:3][CH2:2]1.Br[C:32]1[CH:37]=[C:36]([F:38])[CH:35]=[C:34]([F:39])[CH:33]=1.C(=O)([O-])[O-].[Cs+].[Cs+].CC1(C)C2C=CC=C(P(C3C=CC=CC=3)C3C=CC=CC=3)C=2OC2C1=CC=CC=2P(C1C=CC=CC=1)C1C=CC=CC=1. The catalyst is O1CCOCC1.C(O[Pd]OC(=O)C)(=O)C. The product is [F:38][C:36]1[CH:37]=[C:32]([N:20]2[CH2:21][CH2:22][CH2:23][CH:19]2[C:17]2[CH:18]=[C:9]([C:7]([N:1]3[CH2:6][CH2:5][O:4][CH2:3][CH2:2]3)=[O:8])[CH:10]=[C:11]3[C:16]=2[O:15][C:14]([N:24]2[CH2:25][CH2:26][O:27][CH2:28][CH2:29]2)=[CH:13][C:12]3=[O:30])[CH:33]=[C:34]([F:39])[CH:35]=1. The yield is 0.750. (5) The reactants are C(OC(=O)C(CS(N1CCN(C2C=CC(Br)=CC=2)CC1)(=O)=O)C(C)C)(C)(C)C.[F:29][C:30]1[CH:35]=[CH:34][C:33]([C:36]2[CH:37]=[CH:38][C:39]([O:42][CH:43]3[CH2:48][CH2:47][NH:46][CH2:45][CH2:44]3)=[N:40][CH:41]=2)=[CH:32][CH:31]=1.[CH2:49]([C@@H:56]1[CH2:60][O:59][C:58](=[O:61])[N:57]1[C:62](=[O:72])[C@H:63]([CH2:67][S:68](Cl)(=[O:70])=[O:69])[CH:64]([CH3:66])[CH3:65])[C:50]1[CH:55]=[CH:54][CH:53]=[CH:52][CH:51]=1. No catalyst specified. The product is [CH2:49]([C@@H:56]1[CH2:60][O:59][C:58](=[O:61])[N:57]1[C:62](=[O:72])[C@H:63]([CH2:67][S:68]([N:46]1[CH2:47][CH2:48][CH:43]([O:42][C:39]2[CH:38]=[CH:37][C:36]([C:33]3[CH:32]=[CH:31][C:30]([F:29])=[CH:35][CH:34]=3)=[CH:41][N:40]=2)[CH2:44][CH2:45]1)(=[O:70])=[O:69])[CH:64]([CH3:66])[CH3:65])[C:50]1[CH:55]=[CH:54][CH:53]=[CH:52][CH:51]=1. The yield is 0.580. (6) The reactants are [CH3:1][N:2]([CH3:5])[CH:3]=O.CS([O:10][CH2:11][CH2:12][CH2:13][CH2:14][C:15]([CH3:19])=[C:16]([F:18])[F:17])(=O)=O.[NH:20]1[C:24]2[CH:25]=[CH:26][C:27]([C:29]([OH:31])=[O:30])=[CH:28][C:23]=2[N:22]=C1.C(=O)([O-])O.[Na+]. The catalyst is O. The product is [F:17][C:16]([F:18])=[C:15]([CH3:19])[CH2:14][CH2:13][CH2:12][CH2:1][N:2]1[C:5]2[CH:25]=[CH:26][C:27]([C:29]([O:10][CH2:11][CH2:12][CH2:13][CH2:14][C:15]([CH3:19])=[C:16]([F:18])[F:17])=[O:31])=[CH:28][C:23]=2[N:22]=[CH:3]1.[F:17][C:16]([F:18])=[C:15]([CH3:19])[CH2:14][CH2:13][CH2:12][CH2:1][N:2]1[C:5]2[CH:28]=[C:27]([C:29]([O:31][CH2:11][CH2:12][CH2:13][CH2:14][C:15]([CH3:19])=[C:16]([F:18])[F:17])=[O:30])[CH:26]=[CH:25][C:24]=2[N:20]=[CH:3]1. The yield is 0.350. (7) The reactants are [Cl-].O[NH3+:3].[C:4](=[O:7])([O-])[OH:5].[Na+].CS(C)=O.[F:13][C:14]1[CH:15]=[C:16]([C:42]2[C:43]([C:48]#[N:49])=[CH:44][CH:45]=[CH:46][CH:47]=2)[CH:17]=[CH:18][C:19]=1[CH2:20][N:21]1[C:26](=[O:27])[C:25]([C:28]2[CH:29]=[N:30][C:31]([O:34][CH:35]([CH3:37])[CH3:36])=[CH:32][CH:33]=2)=[C:24]([CH3:38])[N:23]=[C:22]1[CH2:39][CH2:40][CH3:41]. The catalyst is C(OCC)(=O)C. The product is [F:13][C:14]1[CH:15]=[C:16]([C:42]2[CH:47]=[CH:46][CH:45]=[CH:44][C:43]=2[C:48]2[NH:3][C:4](=[O:7])[O:5][N:49]=2)[CH:17]=[CH:18][C:19]=1[CH2:20][N:21]1[C:26](=[O:27])[C:25]([C:28]2[CH:29]=[N:30][C:31]([O:34][CH:35]([CH3:36])[CH3:37])=[CH:32][CH:33]=2)=[C:24]([CH3:38])[N:23]=[C:22]1[CH2:39][CH2:40][CH3:41]. The yield is 0.740. (8) The reactants are [CH3:1][C:2]1([CH3:20])[CH2:7][CH:6]([NH:8][C:9]2[C:14]([C:15]#[N:16])=[CH:13][N:12]=[C:11](Cl)[N:10]=2)[CH2:5][C:4]([CH3:19])([CH3:18])[NH:3]1.[CH:21]1([C:24]2[C:29]([N:30]3[CH:34]=[N:33][N:32]=[N:31]3)=[CH:28][C:27]([NH2:35])=[CH:26][C:25]=2[F:36])[CH2:23][CH2:22]1.C[CH:38]([OH:40])C. No catalyst specified. The product is [NH3:3].[CH3:38][OH:40].[CH3:1][C:2]1([CH3:20])[CH2:7][CH:6]([NH:8][C:9]2[C:14]([C:15]#[N:16])=[CH:13][N:12]=[C:11]([NH:35][C:27]3[CH:28]=[C:29]([N:30]4[CH:34]=[N:33][N:32]=[N:31]4)[C:24]([CH:21]4[CH2:22][CH2:23]4)=[C:25]([F:36])[CH:26]=3)[N:10]=2)[CH2:5][C:4]([CH3:19])([CH3:18])[NH:3]1. The yield is 0.0100. (9) The reactants are [C:1]([C:5]1[CH:6]=[C:7]([C:16]2[CH:17]=[C:18]([C:23]3[CH:28]=[CH:27][C:26]([C:29]([O:31][CH2:32][CH3:33])=[O:30])=[CH:25][CH:24]=3)[CH:19]=[CH:20][C:21]=2[OH:22])[CH:8]=[CH:9][C:10]=1[N:11]([CH2:14][CH3:15])[CH2:12][CH3:13])([CH3:4])([CH3:3])[CH3:2].[H-].[Na+].[C:36]([O:39][CH2:40][CH2:41]Br)(=[O:38])[CH3:37].[Cl-].[NH4+]. The catalyst is CN(C)C=O. The product is [C:36]([O:39][CH2:40][CH2:41][O:22][C:21]1[CH:20]=[CH:19][C:18]([C:23]2[CH:28]=[CH:27][C:26]([C:29]([O:31][CH2:32][CH3:33])=[O:30])=[CH:25][CH:24]=2)=[CH:17][C:16]=1[C:7]1[CH:8]=[CH:9][C:10]([N:11]([CH2:12][CH3:13])[CH2:14][CH3:15])=[C:5]([C:1]([CH3:3])([CH3:4])[CH3:2])[CH:6]=1)(=[O:38])[CH3:37]. The yield is 0.990. (10) The reactants are [Cl:1][C:2]1[CH:29]=[CH:28][C:5]2[N:6]([CH:23]3[CH2:27][CH2:26][NH:25][CH2:24]3)[C:7]([CH2:9][N:10]3[C:14]4=[CH:15][N:16]=[CH:17][CH:18]=[C:13]4[C:12]([S:19]([CH3:22])(=[O:21])=[O:20])=[N:11]3)=[N:8][C:4]=2[CH:3]=1.[C:30](OC(=O)C)(=[O:32])[CH3:31].O. The catalyst is C(Cl)Cl.CN(C1C=CN=CC=1)C. The product is [Cl:1][C:2]1[CH:29]=[CH:28][C:5]2[N:6]([CH:23]3[CH2:27][CH2:26][N:25]([C:30](=[O:32])[CH3:31])[CH2:24]3)[C:7]([CH2:9][N:10]3[C:14]4=[CH:15][N:16]=[CH:17][CH:18]=[C:13]4[C:12]([S:19]([CH3:22])(=[O:20])=[O:21])=[N:11]3)=[N:8][C:4]=2[CH:3]=1. The yield is 0.500.